From a dataset of Catalyst prediction with 721,799 reactions and 888 catalyst types from USPTO. Predict which catalyst facilitates the given reaction. Reactant: [H-].[Na+].[CH2:3]([O:5][C:6]([C:8]1[C:16]2[CH2:15][CH2:14][N:13]([C:17]3[CH:22]=[CH:21][C:20]([NH:23][C:24]([O:26][C:27]([CH3:30])([CH3:29])[CH3:28])=[O:25])=[CH:19][CH:18]=3)[C:12](=[O:31])[C:11]=2[N:10]([C:32]2[CH:37]=[CH:36][CH:35]=[C:34]([Cl:38])[CH:33]=2)[N:9]=1)=[O:7])[CH3:4].[CH3:39]I. Product: [CH2:3]([O:5][C:6]([C:8]1[C:16]2[CH2:15][CH2:14][N:13]([C:17]3[CH:18]=[CH:19][C:20]([N:23]([C:24]([O:26][C:27]([CH3:30])([CH3:28])[CH3:29])=[O:25])[CH3:39])=[CH:21][CH:22]=3)[C:12](=[O:31])[C:11]=2[N:10]([C:32]2[CH:37]=[CH:36][CH:35]=[C:34]([Cl:38])[CH:33]=2)[N:9]=1)=[O:7])[CH3:4]. The catalyst class is: 3.